Task: Predict the product of the given reaction.. Dataset: Forward reaction prediction with 1.9M reactions from USPTO patents (1976-2016) Given the reactants Cl.[O:2]([NH2:4])[CH3:3].[OH-].[Na+].[CH2:7]([C:10]1[N:11]([CH2:23][CH2:24][CH2:25][CH:26]=O)[C:12]2[C:21]3[N:20]=[CH:19][CH:18]=[CH:17][C:16]=3[N:15]=[CH:14][C:13]=2[N:22]=1)[CH2:8][CH3:9], predict the reaction product. The product is: [CH3:3][O:2][N:4]=[CH:26][CH2:25][CH2:24][CH2:23][N:11]1[C:12]2[C:21]3[N:20]=[CH:19][CH:18]=[CH:17][C:16]=3[N:15]=[CH:14][C:13]=2[N:22]=[C:10]1[CH2:7][CH2:8][CH3:9].